Dataset: NCI-60 drug combinations with 297,098 pairs across 59 cell lines. Task: Regression. Given two drug SMILES strings and cell line genomic features, predict the synergy score measuring deviation from expected non-interaction effect. (1) Drug 1: C1=CC=C(C(=C1)C(C2=CC=C(C=C2)Cl)C(Cl)Cl)Cl. Drug 2: C1CN(P(=O)(OC1)NCCCl)CCCl. Cell line: RPMI-8226. Synergy scores: CSS=0.972, Synergy_ZIP=0.646, Synergy_Bliss=2.69, Synergy_Loewe=-0.255, Synergy_HSA=-0.286. (2) Drug 1: CC1=C(N=C(N=C1N)C(CC(=O)N)NCC(C(=O)N)N)C(=O)NC(C(C2=CN=CN2)OC3C(C(C(C(O3)CO)O)O)OC4C(C(C(C(O4)CO)O)OC(=O)N)O)C(=O)NC(C)C(C(C)C(=O)NC(C(C)O)C(=O)NCCC5=NC(=CS5)C6=NC(=CS6)C(=O)NCCC[S+](C)C)O. Drug 2: N.N.Cl[Pt+2]Cl. Cell line: HL-60(TB). Synergy scores: CSS=73.3, Synergy_ZIP=1.80, Synergy_Bliss=1.10, Synergy_Loewe=6.21, Synergy_HSA=6.31. (3) Drug 1: C1=C(C(=O)NC(=O)N1)F. Drug 2: C1=CN(C(=O)N=C1N)C2C(C(C(O2)CO)O)O.Cl. Cell line: EKVX. Synergy scores: CSS=39.5, Synergy_ZIP=-6.30, Synergy_Bliss=-1.11, Synergy_Loewe=1.55, Synergy_HSA=1.69. (4) Drug 1: C1CC(=O)NC(=O)C1N2CC3=C(C2=O)C=CC=C3N. Drug 2: C1CN(P(=O)(OC1)NCCCl)CCCl. Cell line: EKVX. Synergy scores: CSS=1.72, Synergy_ZIP=-0.473, Synergy_Bliss=0.242, Synergy_Loewe=0.359, Synergy_HSA=-0.746. (5) Synergy scores: CSS=55.2, Synergy_ZIP=1.40, Synergy_Bliss=1.38, Synergy_Loewe=-39.3, Synergy_HSA=-1.76. Cell line: DU-145. Drug 2: C1C(C(OC1N2C=NC3=C2NC=NCC3O)CO)O. Drug 1: CC=C1C(=O)NC(C(=O)OC2CC(=O)NC(C(=O)NC(CSSCCC=C2)C(=O)N1)C(C)C)C(C)C. (6) Drug 1: C1=CC(=CC=C1CCCC(=O)O)N(CCCl)CCCl. Drug 2: C1C(C(OC1N2C=NC3=C2NC=NCC3O)CO)O. Cell line: SK-MEL-28. Synergy scores: CSS=2.91, Synergy_ZIP=-5.04, Synergy_Bliss=-6.55, Synergy_Loewe=-8.94, Synergy_HSA=-6.57.